Dataset: NCI-60 drug combinations with 297,098 pairs across 59 cell lines. Task: Regression. Given two drug SMILES strings and cell line genomic features, predict the synergy score measuring deviation from expected non-interaction effect. (1) Drug 1: C1=CN(C(=O)N=C1N)C2C(C(C(O2)CO)O)O.Cl. Cell line: UACC-257. Drug 2: C#CCC(CC1=CN=C2C(=N1)C(=NC(=N2)N)N)C3=CC=C(C=C3)C(=O)NC(CCC(=O)O)C(=O)O. Synergy scores: CSS=44.0, Synergy_ZIP=0.384, Synergy_Bliss=-4.11, Synergy_Loewe=-11.7, Synergy_HSA=-5.22. (2) Drug 1: CC1=C(N=C(N=C1N)C(CC(=O)N)NCC(C(=O)N)N)C(=O)NC(C(C2=CN=CN2)OC3C(C(C(C(O3)CO)O)O)OC4C(C(C(C(O4)CO)O)OC(=O)N)O)C(=O)NC(C)C(C(C)C(=O)NC(C(C)O)C(=O)NCCC5=NC(=CS5)C6=NC(=CS6)C(=O)NCCC[S+](C)C)O. Drug 2: COCCOC1=C(C=C2C(=C1)C(=NC=N2)NC3=CC=CC(=C3)C#C)OCCOC.Cl. Cell line: MDA-MB-231. Synergy scores: CSS=24.7, Synergy_ZIP=-2.87, Synergy_Bliss=-4.19, Synergy_Loewe=-8.31, Synergy_HSA=-2.23. (3) Drug 1: C1=NC2=C(N1)C(=S)N=C(N2)N. Drug 2: COCCOC1=C(C=C2C(=C1)C(=NC=N2)NC3=CC=CC(=C3)C#C)OCCOC.Cl. Cell line: HOP-92. Synergy scores: CSS=32.4, Synergy_ZIP=-9.10, Synergy_Bliss=-1.77, Synergy_Loewe=-0.680, Synergy_HSA=-0.345.